This data is from Full USPTO retrosynthesis dataset with 1.9M reactions from patents (1976-2016). The task is: Predict the reactants needed to synthesize the given product. Given the product [NH2:1][C:2]1[S:6][N:5]=[C:4]([CH3:7])[C:3]=1[C:8]([NH:24][C:21]1[CH:22]=[N:23][C:18]([O:17][CH2:15][CH3:16])=[CH:19][CH:20]=1)=[O:10], predict the reactants needed to synthesize it. The reactants are: [NH2:1][C:2]1[S:6][N:5]=[C:4]([CH3:7])[C:3]=1[C:8]([OH:10])=O.S(Cl)(Cl)=O.[CH2:15]([O:17][C:18]1[N:23]=[CH:22][C:21]([NH2:24])=[CH:20][CH:19]=1)[CH3:16].C(N(CC)CC)C.